This data is from Reaction yield outcomes from USPTO patents with 853,638 reactions. The task is: Predict the reaction yield, written as a fraction of the theoretical maximum amount of product (1.0 means a 100% yield; for example, 0.34 means a 34% yield). (1) The reactants are C(=O)([O-])[O-].[K+].[K+].Cl.[NH2:8]O.[CH3:10][O:11][C:12]1[CH:17]=[CH:16][C:15](/[C:18](/[CH:21]=O)=[CH:19]/[OH:20])=[CH:14][CH:13]=1. The catalyst is C(O)C. The product is [CH3:10][O:11][C:12]1[CH:17]=[CH:16][C:15]([C:18]2[CH:21]=[N:8][O:20][CH:19]=2)=[CH:14][CH:13]=1. The yield is 0.860. (2) The reactants are [Cl:1][C:2]1[CH:7]=[C:6]([C:8]([CH3:10])=[CH2:9])[CH:5]=[C:4]([N+:11]([O-:13])=[O:12])[CH:3]=1.[Br:14]C1C=C([N+]([O-])=O)C=C(Cl)C=1.Br.CC(O)=O. The catalyst is CCOCC. The product is [Br:14][C:8]([C:6]1[CH:5]=[C:4]([N+:11]([O-:13])=[O:12])[CH:3]=[C:2]([Cl:1])[CH:7]=1)([CH3:10])[CH3:9]. The yield is 0.510. (3) The reactants are COC1C=CC(C[O:8][C:9]([C:12]2[CH:17]=[CH:16][C:15]([C:18]3[N:19]=[C:20]([CH2:40][O:41][CH2:42][CH2:43][NH:44][C:45](=[O:61])[O:46][CH2:47][CH:48]4[C:60]5[CH:59]=[CH:58][CH:57]=[CH:56][C:55]=5[C:54]5[C:49]4=[CH:50][CH:51]=[CH:52][CH:53]=5)[N:21]4[C:26]5[CH:27]=[CH:28][N:29]([S:30]([C:33]6[CH:39]=[CH:38][C:36]([CH3:37])=[CH:35][CH:34]=6)(=[O:32])=[O:31])[C:25]=5[N:24]=[CH:23][C:22]=34)=[CH:14][CH:13]=2)([CH3:11])[CH3:10])=CC=1.COC1C=CC(COC(C2C=CC([Mg]Br)=CC=2)(C)C)=CC=1.C1C2C(COC(NCCOCC(O)=O)=O)C3C(=CC=CC=3)C=2C=CC=1.C(C1C(=O)C(Cl)=C(Cl)C(=O)C=1C#N)#N. The catalyst is C(Cl)Cl.FC(F)(F)C([O-])=O.[Hg+2].FC(F)(F)C([O-])=O.O. The product is [OH:8][C:9]([C:12]1[CH:13]=[CH:14][C:15]([C:18]2[N:19]=[C:20]([CH2:40][O:41][CH2:42][CH2:43][NH:44][C:45](=[O:61])[O:46][CH2:47][CH:48]3[C:49]4[CH:50]=[CH:51][CH:52]=[CH:53][C:54]=4[C:55]4[C:60]3=[CH:59][CH:58]=[CH:57][CH:56]=4)[N:21]3[C:26]4[CH:27]=[CH:28][N:29]([S:30]([C:33]5[CH:34]=[CH:35][C:36]([CH3:37])=[CH:38][CH:39]=5)(=[O:32])=[O:31])[C:25]=4[N:24]=[CH:23][C:22]=23)=[CH:16][CH:17]=1)([CH3:10])[CH3:11]. The yield is 0.450. (4) The reactants are Br[C:2]1[CH:7]=[CH:6][C:5](/[CH:8]=[CH:9]/[C:10]2[NH:11][CH:12]=[C:13]([C:15]3[CH:20]=[CH:19][C:18]([Cl:21])=[CH:17][C:16]=3[Cl:22])[N:14]=2)=[CH:4][CH:3]=1.B(O)O.[C:26](/[CH:29]=[CH:30]/[C:31]1[CH:36]=[CH:35][CH:34]=[CH:33][CH:32]=1)([OH:28])=[O:27]. No catalyst specified. The product is [Cl:22][C:16]1[CH:17]=[C:18]([Cl:21])[CH:19]=[CH:20][C:15]=1[C:13]1[N:14]=[C:10](/[CH:9]=[CH:8]/[C:5]2[CH:6]=[CH:7][C:2]([C:34]3[CH:35]=[CH:36][C:31]([CH:30]=[CH:29][C:26]([OH:28])=[O:27])=[CH:32][CH:33]=3)=[CH:3][CH:4]=2)[NH:11][CH:12]=1. The yield is 0.220. (5) The reactants are [CH3:1][C:2]1[CH:7]=[CH:6][CH:5]=[CH:4][C:3]=1[NH:8][C:9]1[N:14]2[N:15]=[CH:16][C:17]([C:18](O)=[O:19])=[C:13]2[N:12]=[CH:11][C:10]=1[C:21]([N:23]1[CH2:28][CH2:27][CH:26]([C:29]2[CH:34]=[CH:33][CH:32]=[CH:31][CH:30]=2)[CH2:25][CH2:24]1)=[O:22].[F:35][C:36]([F:43])([F:42])[CH2:37][S:38]([NH2:41])(=[O:40])=[O:39]. No catalyst specified. The product is [CH3:1][C:2]1[CH:7]=[CH:6][CH:5]=[CH:4][C:3]=1[NH:8][C:9]1[N:14]2[N:15]=[CH:16][C:17]([C:18]([NH:41][S:38]([CH2:37][C:36]([F:43])([F:42])[F:35])(=[O:40])=[O:39])=[O:19])=[C:13]2[N:12]=[CH:11][C:10]=1[C:21]([N:23]1[CH2:24][CH2:25][CH:26]([C:29]2[CH:34]=[CH:33][CH:32]=[CH:31][CH:30]=2)[CH2:27][CH2:28]1)=[O:22]. The yield is 0.430. (6) The yield is 0.840. No catalyst specified. The reactants are [Cl:1][C:2]1[C:7]2=[N:8][CH:9]=[C:10]([O:12][CH2:13][C:14]3[O:15][CH:16]=CN=3)[N:11]=[C:6]2[CH:5]=[CH:4][N:3]=1.Cl[C:20]1N=C2C=CN=C(Cl)C2=NC=1.COC[C@@H](O)C. The product is [Cl:1][C:2]1[C:7]2=[N:8][CH:9]=[C:10]([O:12][C@@H:13]([CH3:20])[CH2:14][O:15][CH3:16])[N:11]=[C:6]2[CH:5]=[CH:4][N:3]=1. (7) The reactants are [F:1][C:2]1[CH:20]=[C:19]([N+:21]([O-])=O)[CH:18]=[CH:17][C:3]=1[O:4][C:5]1[CH:10]=[CH:9][N:8]=[C:7]2[CH:11]=[C:12]([S:14]([CH3:16])=[O:15])[S:13][C:6]=12. The catalyst is C(O)(=O)C.[Fe]. The product is [CH3:16][S:14]([C:12]1[S:13][C:6]2[C:7](=[N:8][CH:9]=[CH:10][C:5]=2[O:4][C:3]2[CH:17]=[CH:18][C:19]([NH2:21])=[CH:20][C:2]=2[F:1])[CH:11]=1)=[O:15]. The yield is 0.690. (8) The reactants are [N:1]([CH2:4][CH2:5][C:6]1[N:7]=[C:8]([C:12]2[CH:17]=[CH:16][C:15]([C:18]([F:21])([F:20])[F:19])=[CH:14][CH:13]=2)[S:9][C:10]=1[CH3:11])=[N+]=[N-]. The catalyst is CO.[Pd]. The product is [CH3:11][C:10]1[S:9][C:8]([C:12]2[CH:13]=[CH:14][C:15]([C:18]([F:21])([F:20])[F:19])=[CH:16][CH:17]=2)=[N:7][C:6]=1[CH2:5][CH2:4][NH2:1]. The yield is 0.940. (9) The catalyst is CN(C=O)C. The product is [CH3:1][C:2]1[C:3]([C@H:8]2[CH2:13][CH2:12][CH2:11][C@@H:10]([C:14]3[C:19]([CH3:20])=[CH:18][CH:17]=[CH:16][N:15]=3)[N:9]2[CH2:28][CH2:27][C:23]2[CH:22]=[N:21][CH:26]=[CH:25][CH:24]=2)=[N:4][CH:5]=[CH:6][CH:7]=1. The yield is 0.630. The reactants are [CH3:1][C:2]1[C:3]([C@H:8]2[CH2:13][CH2:12][CH2:11][C@@H:10]([C:14]3[C:19]([CH3:20])=[CH:18][CH:17]=[CH:16][N:15]=3)[NH:9]2)=[N:4][CH:5]=[CH:6][CH:7]=1.[N:21]1[CH:26]=[CH:25][CH:24]=[C:23]([CH2:27][CH2:28]OS(C)(=O)=O)[CH:22]=1.CCN(C(C)C)C(C)C.